From a dataset of Full USPTO retrosynthesis dataset with 1.9M reactions from patents (1976-2016). Predict the reactants needed to synthesize the given product. (1) Given the product [O:32]1[CH2:16][CH2:15][CH2:14][CH:13]1[CH2:18][N:6]1[C:7]2[CH:8]=[CH:9][CH:10]=[CH:11][C:1]=2[C:2](=[O:3])[O:4][C:5]1=[O:12], predict the reactants needed to synthesize it. The reactants are: [C:1]12[C:7](=[CH:8][CH:9]=[CH:10][CH:11]=1)[NH:6][C:5](=[O:12])[O:4][C:2]2=[O:3].[C:13]1(P([C:14]2[CH:15]=[CH:16]C=[CH:18][CH:13]=2)[C:14]2[CH:15]=[CH:16]C=[CH:18][CH:13]=2)[CH:18]=C[CH:16]=[CH:15][CH:14]=1.[O:32]1CCC(CO)C1.N(C(OC(C)C)=O)=NC(OC(C)C)=O. (2) Given the product [Cl:1][C:2]1[S:3][C:4]([Cl:10])=[CH:5][C:6]=1[C:7]([OH:11])=[O:9], predict the reactants needed to synthesize it. The reactants are: [Cl:1][C:2]1[S:3][C:4]([Cl:10])=[CH:5][C:6]=1[C:7](=[O:9])C.[O-:11]Cl.[Na+].[OH-].[Na+]. (3) Given the product [Cl:1][C:2]1[CH:7]=[C:6]([Cl:8])[CH:5]=[C:4]([Cl:9])[C:3]=1[N:10]1[C:14]2=[N:15][C:16]([CH2:20][C:21]3[CH:26]=[CH:25][CH:24]=[C:23]([OH:27])[CH:22]=3)=[N:17][C:18](=[O:19])[C:13]2=[C:12]([S:29][CH3:30])[NH:11]1, predict the reactants needed to synthesize it. The reactants are: [Cl:1][C:2]1[CH:7]=[C:6]([Cl:8])[CH:5]=[C:4]([Cl:9])[C:3]=1[N:10]1[C:14]2=[N:15][C:16]([CH2:20][C:21]3[CH:26]=[CH:25][CH:24]=[C:23]([O:27]C)[CH:22]=3)=[N:17][C:18](=[O:19])[C:13]2=[C:12]([S:29][CH3:30])[NH:11]1.B(Br)(Br)Br.